Task: Regression/Classification. Given a drug SMILES string, predict its absorption, distribution, metabolism, or excretion properties. Task type varies by dataset: regression for continuous measurements (e.g., permeability, clearance, half-life) or binary classification for categorical outcomes (e.g., BBB penetration, CYP inhibition). Dataset: cyp2c19_veith.. Dataset: CYP2C19 inhibition data for predicting drug metabolism from PubChem BioAssay The result is 0 (non-inhibitor). The molecule is C(Cc1nn[nH]n1)c1nn[nH]n1.